This data is from Catalyst prediction with 721,799 reactions and 888 catalyst types from USPTO. The task is: Predict which catalyst facilitates the given reaction. (1) Reactant: FC(F)(F)C(O)=O.[NH2:8][C@@H:9]([CH2:13][CH2:14][CH3:15])[CH2:10][CH2:11][OH:12].[NH2:16][C:17]1[N:22]=[C:21](OS(C2C(C)=CC(C)=CC=2C)(=O)=O)[C:20]([CH2:36][C:37]2[CH:52]=[CH:51][C:40]([CH2:41][N:42]([CH2:49][CH3:50])[CH2:43][C:44]([O:46][CH2:47][CH3:48])=[O:45])=[CH:39][C:38]=2[O:53][CH3:54])=[C:19]([CH3:55])[N:18]=1. Product: [NH2:16][C:17]1[N:22]=[C:21]([NH:8][C@@H:9]([CH2:13][CH2:14][CH3:15])[CH2:10][CH2:11][OH:12])[C:20]([CH2:36][C:37]2[CH:52]=[CH:51][C:40]([CH2:41][N:42]([CH2:49][CH3:50])[CH2:43][C:44]([O:46][CH2:47][CH3:48])=[O:45])=[CH:39][C:38]=2[O:53][CH3:54])=[C:19]([CH3:55])[N:18]=1. The catalyst class is: 397. (2) Reactant: [CH2:1]([O:8][N:9]1[C:14](=[O:15])[C:13]2[CH:16]=[C:17]([F:21])[C:18](Cl)=[N:19][C:12]=2[N:11]([CH2:22][CH3:23])[C:10]1=[O:24])[C:2]1[CH:7]=[CH:6][CH:5]=[CH:4][CH:3]=1.[C:25]([O:29][C:30]([NH:32][CH:33]1[CH2:37][CH2:36][NH:35][CH2:34]1)=[O:31])([CH3:28])([CH3:27])[CH3:26].C(N(CC)CC)C. Product: [CH2:1]([O:8][N:9]1[C:14](=[O:15])[C:13]2[CH:16]=[C:17]([F:21])[C:18]([N:35]3[CH2:36][CH2:37][CH:33]([NH:32][C:30]([O:29][C:25]([CH3:28])([CH3:27])[CH3:26])=[O:31])[CH2:34]3)=[N:19][C:12]=2[N:11]([CH2:22][CH3:23])[C:10]1=[O:24])[C:2]1[CH:7]=[CH:6][CH:5]=[CH:4][CH:3]=1. The catalyst class is: 4. (3) Reactant: [F:1][C:2]1[C:11]([O:12]C2CCCCO2)=[CH:10][CH:9]=[C:8]2[C:3]=1[C:4]([CH3:42])(O)[CH:5]([C:34]1[CH:39]=[CH:38][C:37]([F:40])=[CH:36][CH:35]=1)[CH:6]([C:19]1[CH:24]=[CH:23][C:22]([O:25][CH2:26][CH2:27][N:28]3[CH2:31][CH:30]([CH2:32][F:33])[CH2:29]3)=[CH:21][CH:20]=1)[O:7]2.O. Product: [F:1][C:2]1[C:11]([OH:12])=[CH:10][CH:9]=[C:8]2[C:3]=1[C:4]([CH3:42])=[C:5]([C:34]1[CH:35]=[CH:36][C:37]([F:40])=[CH:38][CH:39]=1)[CH:6]([C:19]1[CH:20]=[CH:21][C:22]([O:25][CH2:26][CH2:27][N:28]3[CH2:29][CH:30]([CH2:32][F:33])[CH2:31]3)=[CH:23][CH:24]=1)[O:7]2. The catalyst class is: 15. (4) Reactant: [CH3:1][C:2]1([C:8]2[CH:13]=[CH:12][CH:11]=[CH:10][CH:9]=2)[CH2:7][CH2:6][NH:5][CH2:4][CH2:3]1.Br.Br[CH2:16][CH2:17][CH2:18][NH2:19].C(=O)([O-])[O-].[K+].[K+]. Product: [NH2:19][CH2:18][CH2:17][CH2:16][N:5]1[CH2:4][CH2:3][C:2]([CH3:1])([C:8]2[CH:13]=[CH:12][CH:11]=[CH:10][CH:9]=2)[CH2:7][CH2:6]1. The catalyst class is: 12. (5) Reactant: ClC(C1C(CC2CC2)=C(C(OC)=O)C(C(F)F)=NC=1C(F)(F)F)=O.[CH:25]1([CH2:28][C:29]2[C:34]([C:35]#[N:36])=[C:33]([C:37]([F:40])([F:39])[F:38])[N:32]=[C:31]([CH:41]([F:43])[F:42])[C:30]=2[C:44]([O:46][CH3:47])=[O:45])[CH2:27][CH2:26]1.C(NCC)C.[SH2:53]. Product: [NH2:36][C:35](=[S:53])[C:34]1[C:29]([CH2:28][CH:25]2[CH2:27][CH2:26]2)=[C:30]([C:44]([O:46][CH3:47])=[O:45])[C:31]([CH:41]([F:43])[F:42])=[N:32][C:33]=1[C:37]([F:40])([F:38])[F:39]. The catalyst class is: 3. (6) Reactant: [C:1]([CH:4]([C:16]1[CH:21]=[CH:20][C:19]([F:22])=[CH:18][C:17]=1[Br:23])[C:5](=S)[NH:6][C:7]1[C:12]([F:13])=[CH:11][CH:10]=[CH:9][C:8]=1[Cl:14])(=O)[CH3:2].C(O)(=O)C.[CH3:28][NH:29][NH2:30].S.O. Product: [Br:23][C:17]1[CH:18]=[C:19]([F:22])[CH:20]=[CH:21][C:16]=1[C:4]1[C:1]([CH3:2])=[N:30][N:29]([CH3:28])[C:5]=1[NH:6][C:7]1[C:12]([F:13])=[CH:11][CH:10]=[CH:9][C:8]=1[Cl:14]. The catalyst class is: 11. (7) Reactant: [CH2:1]([CH:3]1[NH:8][CH:7]([C:9]2[CH:14]=[CH:13][CH:12]=[CH:11][CH:10]=2)[CH:6]([NH2:15])[CH2:5][CH2:4]1)[CH3:2].[C:16]([C:24]([C:39]([OH:41])=[O:40])([OH:38])[C:25]([C:30](=[O:37])[C:31]1[CH:36]=[CH:35][CH:34]=[CH:33][CH:32]=1)([OH:29])[C:26]([OH:28])=[O:27])(=[O:23])[C:17]1[CH:22]=[CH:21][CH:20]=[CH:19][CH:18]=1. Product: [C:30]([C@@:25]([C:26]([OH:28])=[O:27])([OH:29])[C@@:24]([C:16](=[O:23])[C:17]1[CH:22]=[CH:21][CH:20]=[CH:19][CH:18]=1)([OH:38])[C:39]([OH:41])=[O:40])(=[O:37])[C:31]1[CH:36]=[CH:35][CH:34]=[CH:33][CH:32]=1.[CH2:1]([C@@H:3]1[NH:8][C@@H:7]([C:9]2[CH:14]=[CH:13][CH:12]=[CH:11][CH:10]=2)[C@@H:6]([NH2:15])[CH2:5][CH2:4]1)[CH3:2]. The catalyst class is: 378. (8) Reactant: [Cl:1][C:2]1[CH:7]=[C:6]([C:8]2[C:9]3[CH:16]=[C:15]([CH2:17][O:18][C:19]4[N:24]=[CH:23][C:22]([C@@H:25]([C:32]#[C:33][CH3:34])[CH2:26][C:27]([O:29]CC)=[O:28])=[CH:21][CH:20]=4)[CH:14]=[CH:13][C:10]=3[S:11][CH:12]=2)[C:5]([CH3:35])=[CH:4][N:3]=1.[Li+].[OH-].Cl. Product: [Cl:1][C:2]1[CH:7]=[C:6]([C:8]2[C:9]3[CH:16]=[C:15]([CH2:17][O:18][C:19]4[N:24]=[CH:23][C:22]([C@@H:25]([C:32]#[C:33][CH3:34])[CH2:26][C:27]([OH:29])=[O:28])=[CH:21][CH:20]=4)[CH:14]=[CH:13][C:10]=3[S:11][CH:12]=2)[C:5]([CH3:35])=[CH:4][N:3]=1. The catalyst class is: 14. (9) Reactant: [C:1]1([CH2:7][CH2:8][C:9](=O)[CH2:10][C:11]([O:13]CC)=[O:12])[CH:6]=[CH:5][CH:4]=[CH:3][CH:2]=1.[N:17]([C:20]1[CH:30]=[CH:29][C:23]([C:24]([NH:26][CH2:27][CH3:28])=[O:25])=[CH:22][CH:21]=1)=[N+:18]=[N-:19].[O-]CC.[Na+].C(=O)([O-])[O-].[Na+].[Na+]. Product: [CH2:27]([NH:26][C:24]([C:23]1[CH:29]=[CH:30][C:20]([N:17]2[C:9]([CH2:8][CH2:7][C:1]3[CH:2]=[CH:3][CH:4]=[CH:5][CH:6]=3)=[C:10]([C:11]([OH:13])=[O:12])[N:19]=[N:18]2)=[CH:21][CH:22]=1)=[O:25])[CH3:28]. The catalyst class is: 8. (10) Reactant: Cl.Br[C:3]1[CH:8]=[CH:7][N:6]=[CH:5][C:4]=1[O:9][CH3:10].[B:11]1(B2OC(C)(C)C(C)(C)O2)[O:15]C(C)(C)C(C)(C)[O:12]1.C([O-])(=O)C.[K+]. Product: [CH3:10][O:9][C:4]1[CH:5]=[N:6][CH:7]=[CH:8][C:3]=1[B:11]([OH:15])[OH:12]. The catalyst class is: 75.